Dataset: Peptide-MHC class II binding affinity with 134,281 pairs from IEDB. Task: Regression. Given a peptide amino acid sequence and an MHC pseudo amino acid sequence, predict their binding affinity value. This is MHC class II binding data. (1) The MHC is DRB1_0101 with pseudo-sequence DRB1_0101. The peptide sequence is SFFQDIPIFFEEALN. The binding affinity (normalized) is 0.492. (2) The peptide sequence is VPGNKKFVVNNLFFN. The MHC is DRB1_0301 with pseudo-sequence DRB1_0301. The binding affinity (normalized) is 0.163. (3) The peptide sequence is YDKMLANVSTVLTGK. The MHC is DRB1_0401 with pseudo-sequence DRB1_0401. The binding affinity (normalized) is 0.635. (4) The peptide sequence is GATRERSLWIIFSKN. The MHC is HLA-DQA10501-DQB10201 with pseudo-sequence HLA-DQA10501-DQB10201. The binding affinity (normalized) is 0.238. (5) The peptide sequence is AFEVAATAANAAPAN. The MHC is HLA-DPA10103-DPB10301 with pseudo-sequence HLA-DPA10103-DPB10301. The binding affinity (normalized) is 0.316. (6) The peptide sequence is FLTGPLNFTGPCKGD. The MHC is DRB1_0301 with pseudo-sequence DRB1_0301. The binding affinity (normalized) is 0.0974.